From a dataset of Forward reaction prediction with 1.9M reactions from USPTO patents (1976-2016). Predict the product of the given reaction. Given the reactants [CH3:1][O:2][C:3](=[O:16])[CH:4](C)[CH2:5][S:6][CH2:7][C:8]1[CH:13]=[CH:12][C:11](Br)=[CH:10][CH:9]=1.[CH:17]1[C:25]2[C:24]3[CH:26]=[CH:27][CH:28]=[CH:29][C:23]=3[O:22][C:21]=2[C:20]([C:30]2[CH:35]=[CH:34][C:33](B(O)O)=[CH:32][CH:31]=2)=[CH:19][CH:18]=1.C([O-])([O-])=O.[K+].[K+], predict the reaction product. The product is: [CH3:1][O:2][C:3](=[O:16])[CH2:4][CH2:5][S:6][CH2:7][C:8]1[CH:9]=[CH:10][C:11]([C:33]2[CH:34]=[CH:35][C:30]([C:20]3[C:21]4[O:22][C:23]5[CH:29]=[CH:28][CH:27]=[CH:26][C:24]=5[C:25]=4[CH:17]=[CH:18][CH:19]=3)=[CH:31][CH:32]=2)=[CH:12][CH:13]=1.